This data is from Catalyst prediction with 721,799 reactions and 888 catalyst types from USPTO. The task is: Predict which catalyst facilitates the given reaction. (1) Reactant: [Li+].[BH4-].[C:3]([O:7][C:8]([N:10]1[CH2:15][CH2:14][C:13]2[N:16]([CH2:29][CH2:30][C:31](OC)=[O:32])[N:17]=[C:18]([C:19]3[CH:24]=[CH:23][C:22]([C:25]([F:28])([F:27])[F:26])=[CH:21][CH:20]=3)[C:12]=2[CH2:11]1)=[O:9])([CH3:6])([CH3:5])[CH3:4]. Product: [C:3]([O:7][C:8]([N:10]1[CH2:15][CH2:14][C:13]2[N:16]([CH2:29][CH2:30][CH2:31][OH:32])[N:17]=[C:18]([C:19]3[CH:24]=[CH:23][C:22]([C:25]([F:28])([F:26])[F:27])=[CH:21][CH:20]=3)[C:12]=2[CH2:11]1)=[O:9])([CH3:6])([CH3:5])[CH3:4]. The catalyst class is: 1. (2) Reactant: [N+:1]([C:4]1([C:13]2[CH:18]=[CH:17][CH:16]=[CH:15][CH:14]=2)[CH2:12][CH2:11][CH:10]2[N:6]([CH2:7][CH2:8][CH2:9]2)[CH2:5]1)([O-])=O. The catalyst class is: 446. Product: [C:13]1([C:4]2([NH2:1])[CH2:12][CH2:11][CH:10]3[N:6]([CH2:7][CH2:8][CH2:9]3)[CH2:5]2)[CH:14]=[CH:15][CH:16]=[CH:17][CH:18]=1.